This data is from Reaction yield outcomes from USPTO patents with 853,638 reactions. The task is: Predict the reaction yield, written as a fraction of the theoretical maximum amount of product (1.0 means a 100% yield; for example, 0.34 means a 34% yield). The reactants are [OH:1][C@@:2]1([C:9]#[C:10][C:11]2[CH:12]=[C:13]([N:17]3[C:25]4[C:20](=[CH:21][C:22]([CH2:26][N:27]5[CH2:31][CH2:30][CH2:29][CH2:28]5)=[CH:23][CH:24]=4)[C:19]([C:32]([O-])=[O:33])=[N:18]3)[CH:14]=[CH:15][CH:16]=2)[CH2:6][CH2:5][N:4]([CH3:7])[C:3]1=[O:8].[NH3:35]. The catalyst is CO. The product is [OH:1][C@@:2]1([C:9]#[C:10][C:11]2[CH:12]=[C:13]([N:17]3[C:25]4[C:20](=[CH:21][C:22]([CH2:26][N:27]5[CH2:31][CH2:30][CH2:29][CH2:28]5)=[CH:23][CH:24]=4)[C:19]([C:32]([NH2:35])=[O:33])=[N:18]3)[CH:14]=[CH:15][CH:16]=2)[CH2:6][CH2:5][N:4]([CH3:7])[C:3]1=[O:8]. The yield is 0.360.